From a dataset of Reaction yield outcomes from USPTO patents with 853,638 reactions. Predict the reaction yield, written as a fraction of the theoretical maximum amount of product (1.0 means a 100% yield; for example, 0.34 means a 34% yield). The reactants are [Cl:1][C:2]1[CH:7]=[CH:6][C:5]([C:8]2[N:9]=[C:10]([C:13]3([CH2:19][NH2:20])[CH2:18][CH2:17][O:16][CH2:15][CH2:14]3)[S:11][CH:12]=2)=[CH:4][CH:3]=1.[F:21][C:22]([F:38])([F:37])[C:23]1[O:27][N:26]=[C:25]([C:28]2[CH:29]=[C:30]([CH:34]=[CH:35][CH:36]=2)[C:31](O)=[O:32])[N:24]=1. No catalyst specified. The product is [Cl:1][C:2]1[CH:7]=[CH:6][C:5]([C:8]2[N:9]=[C:10]([C:13]3([CH2:19][NH:20][C:31](=[O:32])[C:30]4[CH:34]=[CH:35][CH:36]=[C:28]([C:25]5[N:24]=[C:23]([C:22]([F:38])([F:37])[F:21])[O:27][N:26]=5)[CH:29]=4)[CH2:14][CH2:15][O:16][CH2:17][CH2:18]3)[S:11][CH:12]=2)=[CH:4][CH:3]=1. The yield is 0.420.